From a dataset of Catalyst prediction with 721,799 reactions and 888 catalyst types from USPTO. Predict which catalyst facilitates the given reaction. (1) Reactant: [Cl:1][C:2]1[CH:7]=[C:6]([C:8]([F:11])([F:10])[F:9])[CH:5]=[C:4]([Cl:12])[C:3]=1[S:13](Cl)(=[O:15])=[O:14].[NH2:17][C:18]1[CH:22]=[CH:21][S:20][C:19]=1[C:23]([O:25][CH3:26])=[O:24].N1C=CC=CC=1. Product: [Cl:1][C:2]1[CH:7]=[C:6]([C:8]([F:11])([F:10])[F:9])[CH:5]=[C:4]([Cl:12])[C:3]=1[S:13]([NH:17][C:18]1[CH:22]=[CH:21][S:20][C:19]=1[C:23]([O:25][CH3:26])=[O:24])(=[O:15])=[O:14]. The catalyst class is: 119. (2) The catalyst class is: 8. Product: [Si:1]([O:8][CH:9]1[CH2:14][CH2:13][CH2:12][CH:11]([N:15]2[CH:24]=[C:20]([CH3:21])[C:19](=[O:25])[NH:18][C:16]2=[O:17])[CH2:10]1)([C:4]([CH3:7])([CH3:5])[CH3:6])([CH3:2])[CH3:3]. Reactant: [Si:1]([O:8][CH:9]1[CH2:14][CH2:13][CH2:12][CH:11]([NH:15][C:16]([NH:18][C:19](=[O:25])/[C:20](/[CH3:24])=[CH:21]/OC)=[O:17])[CH2:10]1)([C:4]([CH3:7])([CH3:6])[CH3:5])([CH3:3])[CH3:2].N. (3) Reactant: Cl[C:2]1[C:11]2=[N:12][N:13](CC3C=CC(OC)=CC=3)[CH:14]=[C:10]2[C:9]2[C:8]([O:24][CH3:25])=[CH:7][CH:6]=[CH:5][C:4]=2[N:3]=1.[CH3:26][O:27][C:28]1[CH:29]=[C:30]([CH:32]=[CH:33][C:34]=1[O:35][CH3:36])[NH2:31].Cl. Product: [CH3:26][O:27][C:28]1[CH:29]=[C:30]([NH:31][C:2]2[C:11]3=[N:12][NH:13][CH:14]=[C:10]3[C:9]3[C:8]([O:24][CH3:25])=[CH:7][CH:6]=[CH:5][C:4]=3[N:3]=2)[CH:32]=[CH:33][C:34]=1[O:35][CH3:36]. The catalyst class is: 71.